Predict the reaction yield, written as a fraction of the theoretical maximum amount of product (1.0 means a 100% yield; for example, 0.34 means a 34% yield). From a dataset of Reaction yield outcomes from USPTO patents with 853,638 reactions. (1) The reactants are [N+:1]([C:4]1[CH:5]=[C:6]([CH2:14][OH:15])[CH:7]=[C:8]([C:10]([F:13])([F:12])[F:11])[CH:9]=1)([O-:3])=[O:2].CCN(C(C)C)C(C)C.[Si:25](Cl)([C:28]([CH3:31])([CH3:30])[CH3:29])([CH3:27])[CH3:26]. The catalyst is C(Cl)Cl. The product is [C:28]([Si:25]([CH3:27])([CH3:26])[O:15][CH2:14][C:6]1[CH:7]=[C:8]([C:10]([F:11])([F:12])[F:13])[CH:9]=[C:4]([N+:1]([O-:3])=[O:2])[CH:5]=1)([CH3:31])([CH3:30])[CH3:29]. The yield is 0.870. (2) The reactants are [F:1][C:2]1[CH:3]=[C:4]([C:8]2[CH2:12][C:11]([C:14]([F:17])([F:16])[F:15])(O)[O:10][N:9]=2)[CH:5]=[CH:6][CH:7]=1.C1(C2CC(O)(C(F)(F)F)ON=2)C=CC=CC=1. No catalyst specified. The product is [F:1][C:2]1[CH:3]=[C:4]([C:8]2[CH:12]=[C:11]([C:14]([F:15])([F:16])[F:17])[O:10][N:9]=2)[CH:5]=[CH:6][CH:7]=1. The yield is 0.850. (3) The reactants are [CH3:1][O:2][C:3]1[CH:4]=[C:5]([CH:7]=[CH:8][C:9]=1[O:10][CH3:11])[NH2:6].[Br:12][C:13]1[N:14]=[C:15](Br)[C:16]2[N:17]([CH:19]=[CH:20][N:21]=2)[CH:18]=1.C(N(CC)C(C)C)(C)C.CN([CH:35]=[O:36])C. No catalyst specified. The product is [Br:12][C:13]1[N:14]=[C:15]([NH:6][C:5]2[CH:7]=[C:8]([O:36][CH3:35])[C:9]([O:10][CH3:11])=[C:3]([O:2][CH3:1])[CH:4]=2)[C:16]2[N:17]([CH:19]=[CH:20][N:21]=2)[CH:18]=1. The yield is 0.740.